From a dataset of Reaction yield outcomes from USPTO patents with 853,638 reactions. Predict the reaction yield, written as a fraction of the theoretical maximum amount of product (1.0 means a 100% yield; for example, 0.34 means a 34% yield). (1) The reactants are [C:1]1([CH2:7][CH:8]([OH:10])[CH3:9])[CH:6]=[CH:5][CH:4]=[CH:3][CH:2]=1.[Cr](Cl)([O-])(=O)=O.[NH+]1C=CC=CC=1. The catalyst is C(Cl)Cl. The product is [C:1]1([CH2:7][C:8](=[O:10])[CH3:9])[CH:6]=[CH:5][CH:4]=[CH:3][CH:2]=1. The yield is 0.840. (2) The product is [O:20]1[CH2:21][CH2:22][CH2:23][O:24][CH:19]1[CH2:18][CH2:17][N:9]1[CH2:14][CH2:13][C:12](=[O:15])[CH2:11][CH2:10]1. The yield is 0.690. The reactants are C(=O)([O-])[O-].[Na+].[Na+].Cl.O.[NH:9]1[CH2:14][CH2:13][C:12](=[O:15])[CH2:11][CH2:10]1.Br[CH2:17][CH2:18][CH:19]1[O:24][CH2:23][CH2:22][CH2:21][O:20]1. The catalyst is C(#N)C. (3) The reactants are [CH3:1][N:2]1[CH:6]=[C:5](B2OC(C)(C)C(C)(C)O2)[CH:4]=[N:3]1.Cl[C:17]1[CH:22]=[C:21]([O:23][C:24]2[C:25]([CH3:34])=[N:26][C:27]([N+:31]([O-:33])=[O:32])=[CH:28][C:29]=2[CH3:30])[CH:20]=[CH:19][N:18]=1.C([O-])([O-])=O.[K+].[K+]. The catalyst is O1CCOCC1.O.C1C=CC([P]([Pd]([P](C2C=CC=CC=2)(C2C=CC=CC=2)C2C=CC=CC=2)([P](C2C=CC=CC=2)(C2C=CC=CC=2)C2C=CC=CC=2)[P](C2C=CC=CC=2)(C2C=CC=CC=2)C2C=CC=CC=2)(C2C=CC=CC=2)C2C=CC=CC=2)=CC=1. The product is [CH3:34][C:25]1[C:24]([O:23][C:21]2[CH:22]=[CH:17][N:18]=[C:19]([C:5]3[CH:4]=[N:3][N:2]([CH3:1])[CH:6]=3)[CH:20]=2)=[C:29]([CH3:30])[CH:28]=[C:27]([N+:31]([O-:33])=[O:32])[N:26]=1. The yield is 1.00. (4) The reactants are [CH3:1][O:2][C:3]([C:5]1[CH:6]=[CH:7][C:8]2[N:9]([N:11]=[C:12]([C:14]3[C:19]([CH3:20])=[CH:18][C:17]([OH:21])=[CH:16][C:15]=3[CH3:22])[N:13]=2)[CH:10]=1)=[O:4].[CH3:23][S:24]([CH2:27][CH2:28][CH2:29]OS(C1C=CC(C)=CC=1)(=O)=O)(=[O:26])=[O:25].C(=O)([O-])[O-].[K+].[K+]. The catalyst is C(#N)C.O. The product is [CH3:1][O:2][C:3]([C:5]1[CH:6]=[CH:7][C:8]2[N:9]([N:11]=[C:12]([C:14]3[C:15]([CH3:22])=[CH:16][C:17]([O:21][CH2:29][CH2:28][CH2:27][S:24]([CH3:23])(=[O:26])=[O:25])=[CH:18][C:19]=3[CH3:20])[N:13]=2)[CH:10]=1)=[O:4]. The yield is 0.700. (5) The reactants are [C:1]1(B(O)O)[CH:6]=[CH:5][CH:4]=[CH:3][CH:2]=1.Cl.N[C@@H]1CCCC[C@H]1O.C[Si]([N-][Si](C)(C)C)(C)C.[Na+].I[CH:30]1[C:35](OC)([O:36]C)[CH2:34][CH2:33][O:32][CH2:31]1. The catalyst is C1COCC1.O.O.O.O.O.O.[Ni](Cl)Cl. The product is [C:1]1([CH:30]2[C:35](=[O:36])[CH2:34][CH2:33][O:32][CH2:31]2)[CH:6]=[CH:5][CH:4]=[CH:3][CH:2]=1. The yield is 0.517. (6) The reactants are [C:1]([Si:5]([O:8][CH:9]([CH2:12][CH2:13][C:14]1[S:18][C:17]2[CH:19]=[CH:20][CH:21]=[CH:22][C:16]=2[C:15]=1[Cl:23])[C:10]#[CH:11])([CH3:7])[CH3:6])([CH3:4])([CH3:3])[CH3:2].[I:24]N1C(=O)CCC1=O.C(=O)(O)[O-].[Na+]. The catalyst is ClCCl. The product is [C:1]([Si:5]([O:8][CH:9]([CH2:12][CH2:13][C:14]1[S:18][C:17]2[CH:19]=[CH:20][CH:21]=[CH:22][C:16]=2[C:15]=1[Cl:23])/[CH:10]=[CH:11]/[I:24])([CH3:6])[CH3:7])([CH3:4])([CH3:2])[CH3:3]. The yield is 0.860.